From a dataset of Full USPTO retrosynthesis dataset with 1.9M reactions from patents (1976-2016). Predict the reactants needed to synthesize the given product. Given the product [CH2:8]([O:15][C:16]1[CH:17]=[CH:18][C:19]([C:20]([CH:4]([C:3]#[N:7])[C:5]#[N:6])=[O:21])=[CH:23][CH:24]=1)[C:9]1[CH:10]=[CH:11][CH:12]=[CH:13][CH:14]=1, predict the reactants needed to synthesize it. The reactants are: [H-].[Na+].[C:3](#[N:7])[CH2:4][C:5]#[N:6].[CH2:8]([O:15][C:16]1[CH:24]=[CH:23][C:19]([C:20](Cl)=[O:21])=[CH:18][CH:17]=1)[C:9]1[CH:14]=[CH:13][CH:12]=[CH:11][CH:10]=1.Cl.